This data is from Full USPTO retrosynthesis dataset with 1.9M reactions from patents (1976-2016). The task is: Predict the reactants needed to synthesize the given product. (1) Given the product [OH:46][NH:45][C:33](=[O:35])/[CH:32]=[CH:31]/[C:28]1[CH:29]=[CH:30][C:25](/[CH:24]=[CH:23]/[C:22](=[O:36])[C:19]2[CH:20]=[CH:21][C:16]([CH2:15][N:12]3[CH2:13][CH2:14][NH:9][CH2:10][CH2:11]3)=[CH:17][CH:18]=2)=[CH:26][N:27]=1, predict the reactants needed to synthesize it. The reactants are: [K].C(OC([N:9]1[CH2:14][CH2:13][N:12]([CH2:15][C:16]2[CH:21]=[CH:20][C:19]([C:22](=[O:36])/[CH:23]=[CH:24]/[C:25]3[CH:26]=[N:27][C:28](/[CH:31]=[CH:32]/[C:33]([OH:35])=O)=[CH:29][CH:30]=3)=[CH:18][CH:17]=2)[CH2:11][CH2:10]1)=O)(C)(C)C.C1C=CC2[N:45]([OH:46])N=NC=2C=1.C(Cl)CCl.NOC1CCCCO1. (2) Given the product [CH2:18]([S:15]([C:8]1[CH:9]=[C:10]([CH:13]=[CH:14][C:7]=1[CH:2]=[O:1])[C:11]#[N:12])(=[O:16])=[O:17])[CH3:19], predict the reactants needed to synthesize it. The reactants are: [O:1]1CCCO[CH:2]1[C:7]1[CH:14]=[CH:13][C:10]([C:11]#[N:12])=[CH:9][C:8]=1[S:15]([CH2:18][CH3:19])(=[O:17])=[O:16].C1(C)C=CC(S([O-])(=O)=O)=CC=1.[NH+]1C=CC=CC=1.O.